This data is from Retrosynthesis with 50K atom-mapped reactions and 10 reaction types from USPTO. The task is: Predict the reactants needed to synthesize the given product. Given the product CCCc1nn(-c2ccc(C(F)(F)F)cn2)cc1CCCOc1c(C#N)cccc1CC(=O)O, predict the reactants needed to synthesize it. The reactants are: CCCc1nn(-c2ccc(C(F)(F)F)cn2)cc1CCCOc1c(C#N)cccc1CC(=O)OC.